From a dataset of Choline transporter screen with 302,306 compounds. Binary Classification. Given a drug SMILES string, predict its activity (active/inactive) in a high-throughput screening assay against a specified biological target. (1) The molecule is Clc1c(NC(=O)/C=C\c2ccc(OC)cc2)cc(OC)c(c1)C(OC)=O. The result is 0 (inactive). (2) The molecule is S(CCN1CCOCC1)c1nc(N)c(cn1)C(OCC)=O. The result is 0 (inactive). (3) The compound is FC(F)Oc1ccc(c2nc3n(c(=O)[nH]c(=O)c3c(c2)C(OCC)=O)C)cc1. The result is 0 (inactive). (4) The molecule is S(c1n2c(nn1)cccc2)CC(=O)Nc1ccc(cc1)C. The result is 0 (inactive). (5) The drug is O=C(C1CC1)c1c2c(n(c1)CC(=O)NC1CCCC1)cccc2. The result is 0 (inactive).